Dataset: Full USPTO retrosynthesis dataset with 1.9M reactions from patents (1976-2016). Task: Predict the reactants needed to synthesize the given product. The reactants are: [Br:1][C:2]1[C:14]2[C:13]3[C:8](=[CH:9][C:10]([CH2:15][OH:16])=[CH:11][CH:12]=3)[NH:7][C:6]=2[C:5]([C:17]([NH2:19])=[O:18])=[CH:4][CH:3]=1.CC(OI1(OC(C)=O)(OC(C)=O)OC(=O)C2C1=CC=CC=2)=O. Given the product [Br:1][C:2]1[C:14]2[C:13]3[C:8](=[CH:9][C:10]([CH:15]=[O:16])=[CH:11][CH:12]=3)[NH:7][C:6]=2[C:5]([C:17]([NH2:19])=[O:18])=[CH:4][CH:3]=1, predict the reactants needed to synthesize it.